From a dataset of Catalyst prediction with 721,799 reactions and 888 catalyst types from USPTO. Predict which catalyst facilitates the given reaction. (1) Reactant: Cl.[NH:2]1[C:7]2[N:8]=[CH:9][CH:10]=[CH:11][C:6]=2[C:5]2([CH2:16][CH2:15][NH:14][CH2:13][CH2:12]2)[O:4][C:3]1=[O:17].Cl[C:19]1[N:24]=[CH:23][N:22]=[C:21]([O:25][C:26]2[CH:27]=[C:28]([CH3:36])[C:29]3[N:33]=[C:32]([CH3:34])[NH:31][C:30]=3[CH:35]=2)[CH:20]=1.CCN(C(C)C)C(C)C. Product: [CH3:34][C:32]1[NH:31][C:30]2[CH:35]=[C:26]([O:25][C:21]3[N:22]=[CH:23][N:24]=[C:19]([N:14]4[CH2:13][CH2:12][C:5]5([O:4][C:3](=[O:17])[NH:2][C:7]6[N:8]=[CH:9][CH:10]=[CH:11][C:6]5=6)[CH2:16][CH2:15]4)[CH:20]=3)[CH:27]=[C:28]([CH3:36])[C:29]=2[N:33]=1. The catalyst class is: 3. (2) Reactant: C([O:8][N:9]([CH2:12][C:13]1([C:21]([NH:23][NH:24][C:25]2[N:30]=[C:29]([C:31]([F:34])([F:33])[F:32])[CH:28]=[CH:27][N:26]=2)=[O:22])[CH2:18][C@H:17]([CH3:19])[CH2:16][C@H:15]([CH3:20])[CH2:14]1)[CH:10]=[O:11])C1C=CC=CC=1. Product: [CH3:20][C@H:15]1[CH2:16][C@@H:17]([CH3:19])[CH2:18][C:13]([CH2:12][N:9]([OH:8])[CH:10]=[O:11])([C:21]([NH:23][NH:24][C:25]2[N:30]=[C:29]([C:31]([F:34])([F:32])[F:33])[CH:28]=[CH:27][N:26]=2)=[O:22])[CH2:14]1. The catalyst class is: 19.